This data is from Peptide-MHC class I binding affinity with 185,985 pairs from IEDB/IMGT. The task is: Regression. Given a peptide amino acid sequence and an MHC pseudo amino acid sequence, predict their binding affinity value. This is MHC class I binding data. (1) The peptide sequence is RVNDLNRMPT. The MHC is HLA-A02:06 with pseudo-sequence HLA-A02:06. The binding affinity (normalized) is 0.173. (2) The peptide sequence is SIYIAVANCV. The MHC is HLA-A02:03 with pseudo-sequence HLA-A02:03. The binding affinity (normalized) is 0.618. (3) The peptide sequence is AVFLSYIGY. The MHC is HLA-B07:02 with pseudo-sequence HLA-B07:02. The binding affinity (normalized) is 0.0847. (4) The peptide sequence is KYKLKHIVW. The MHC is HLA-B35:03 with pseudo-sequence HLA-B35:03. The binding affinity (normalized) is 0.00656. (5) The peptide sequence is ISIPGDGKF. The MHC is HLA-B27:05 with pseudo-sequence HLA-B27:05. The binding affinity (normalized) is 0.0847.